Task: Regression. Given a peptide amino acid sequence and an MHC pseudo amino acid sequence, predict their binding affinity value. This is MHC class I binding data.. Dataset: Peptide-MHC class I binding affinity with 185,985 pairs from IEDB/IMGT The peptide sequence is RKAVFISPY. The binding affinity (normalized) is 0.614. The MHC is HLA-A30:02 with pseudo-sequence HLA-A30:02.